The task is: Predict the reaction yield, written as a fraction of the theoretical maximum amount of product (1.0 means a 100% yield; for example, 0.34 means a 34% yield).. This data is from Reaction yield outcomes from USPTO patents with 853,638 reactions. (1) The reactants are F[C:2]1[CH:7]=[CH:6][C:5]([N+:8]([O-:10])=[O:9])=[C:4]([C:11]([F:14])([F:13])[F:12])[CH:3]=1.[NH2:15][CH:16]1[CH2:21][CH2:20][N:19]([C:22]([O:24][C:25]([CH3:28])([CH3:27])[CH3:26])=[O:23])[CH2:18][CH2:17]1.C(=O)([O-])[O-].[K+].[K+]. The catalyst is CS(C)=O.O. The product is [N+:8]([C:5]1[CH:6]=[CH:7][C:2]([NH:15][CH:16]2[CH2:17][CH2:18][N:19]([C:22]([O:24][C:25]([CH3:28])([CH3:27])[CH3:26])=[O:23])[CH2:20][CH2:21]2)=[CH:3][C:4]=1[C:11]([F:14])([F:13])[F:12])([O-:10])=[O:9]. The yield is 0.860. (2) The reactants are [NH2:1][C:2]1[N:7]=[CH:6][C:5]([C:8]2[CH:9]=[C:10]([NH2:19])[C:11]([NH:14][C:15]([CH3:18])([CH3:17])[CH3:16])=[CH:12][CH:13]=2)=[CH:4][N:3]=1.[CH3:20][O:21][C:22]1[CH:23]=[CH:24][C:25]([C:30]2[S:34][N:33]=[C:32]([CH3:35])[N:31]=2)=[C:26]([CH:29]=1)[CH:27]=O.O.C([O-])(O)=O.[Na+]. The catalyst is C(O)(=O)C. The product is [C:15]([N:14]1[C:11]2[CH:12]=[CH:13][C:8]([C:5]3[CH:4]=[N:3][C:2]([NH2:1])=[N:7][CH:6]=3)=[CH:9][C:10]=2[N:19]=[C:27]1[C:26]1[CH:29]=[C:22]([O:21][CH3:20])[CH:23]=[CH:24][C:25]=1[C:30]1[S:34][N:33]=[C:32]([CH3:35])[N:31]=1)([CH3:16])([CH3:18])[CH3:17]. The yield is 0.200. (3) The reactants are Br[C:2]1[CH:7]=[CH:6][CH:5]=[CH:4][N:3]=1.[Li]CCCC.Br[C:14]1[CH:15]=[C:16]([CH:19]=[CH:20][CH:21]=1)[CH:17]=[O:18].Cl. The catalyst is [Cl-].[Cl-].[Zn+2].C1C=CC([P]([Pd]([P](C2C=CC=CC=2)(C2C=CC=CC=2)C2C=CC=CC=2)([P](C2C=CC=CC=2)(C2C=CC=CC=2)C2C=CC=CC=2)[P](C2C=CC=CC=2)(C2C=CC=CC=2)C2C=CC=CC=2)(C2C=CC=CC=2)C2C=CC=CC=2)=CC=1.C1COCC1. The product is [N:3]1[CH:4]=[CH:5][CH:6]=[CH:7][C:2]=1[C:14]1[CH:15]=[C:16]([CH:19]=[CH:20][CH:21]=1)[CH:17]=[O:18]. The yield is 0.380.